From a dataset of Catalyst prediction with 721,799 reactions and 888 catalyst types from USPTO. Predict which catalyst facilitates the given reaction. Reactant: [NH2:1][C:2]([C:4]1[C:5]2[NH:18][N:17]=[C:16]([CH:19]3[CH2:24][CH2:23][N:22](C(OC(C)(C)C)=O)[CH2:21][CH2:20]3)[C:6]=2[N:7]=[C:8]([C:10]2[CH:15]=[CH:14][CH:13]=[CH:12][CH:11]=2)[N:9]=1)=[O:3].Cl. Product: [C:10]1([C:8]2[N:9]=[C:4]([C:2]([NH2:1])=[O:3])[C:5]3[NH:18][N:17]=[C:16]([CH:19]4[CH2:20][CH2:21][NH:22][CH2:23][CH2:24]4)[C:6]=3[N:7]=2)[CH:11]=[CH:12][CH:13]=[CH:14][CH:15]=1. The catalyst class is: 5.